Dataset: Forward reaction prediction with 1.9M reactions from USPTO patents (1976-2016). Task: Predict the product of the given reaction. Given the reactants BrC1C=CC=C2C=1C(O)(C1C(O)=CC3OCOC=3C=1)C(=O)N2CCCCC.[CH2:28]([O:30][C:31](=[O:55])[CH2:32][N:33]1[C:41]2[C:36](=[CH:37][C:38]([Cl:42])=[CH:39][CH:40]=2)[C:35](O)([C:43]2[C:44]([OH:52])=[CH:45][C:46]3[O:50][CH2:49][CH2:48][C:47]=3[CH:51]=2)[C:34]1=[O:54])[CH3:29], predict the reaction product. The product is: [CH2:28]([O:30][C:31](=[O:55])[CH2:32][N:33]1[C:41]2[C:36](=[CH:37][C:38]([Cl:42])=[CH:39][CH:40]=2)[CH:35]([C:43]2[C:44]([OH:52])=[CH:45][C:46]3[O:50][CH2:49][CH2:48][C:47]=3[CH:51]=2)[C:34]1=[O:54])[CH3:29].